Dataset: Full USPTO retrosynthesis dataset with 1.9M reactions from patents (1976-2016). Task: Predict the reactants needed to synthesize the given product. (1) Given the product [NH2:1][C:2]1[N:10]=[C:9]([O:11][CH2:12][CH2:13][CH2:14][CH3:15])[N:8]=[C:7]2[C:3]=1[NH:4][C:5](=[O:20])[N:6]2[CH2:16][CH2:17][CH2:18][N:21]1[CH2:25][CH2:24][CH2:23][CH2:22]1, predict the reactants needed to synthesize it. The reactants are: [NH2:1][C:2]1[N:10]=[C:9]([O:11][CH2:12][CH2:13][CH2:14][CH3:15])[N:8]=[C:7]2[C:3]=1[NH:4][C:5](=[O:20])[N:6]2[CH2:16][CH2:17][CH2:18]Cl.[NH:21]1[CH2:25][CH2:24][CH2:23][CH2:22]1. (2) Given the product [CH3:49][O:48][C:45]1[N:44]=[N:43][C:42]([NH:41][C:30](=[O:32])[NH:1][C:2]2[C:6]([C:7]([O:9][CH2:10][CH3:11])=[O:8])=[C:5]([CH3:12])[N:4]([C:13]3[CH:18]=[CH:17][C:16]([N+:19]([O-:21])=[O:20])=[CH:15][CH:14]=3)[N:3]=2)=[CH:47][CH:46]=1, predict the reactants needed to synthesize it. The reactants are: [NH2:1][C:2]1[C:6]([C:7]([O:9][CH2:10][CH3:11])=[O:8])=[C:5]([CH3:12])[N:4]([C:13]2[CH:18]=[CH:17][C:16]([N+:19]([O-:21])=[O:20])=[CH:15][CH:14]=2)[N:3]=1.C(N(CC)CC)C.Cl[C:30](Cl)([O:32]C(=O)OC(Cl)(Cl)Cl)Cl.[NH2:41][C:42]1[N:43]=[N:44][C:45]([O:48][CH3:49])=[CH:46][CH:47]=1.